From a dataset of Forward reaction prediction with 1.9M reactions from USPTO patents (1976-2016). Predict the product of the given reaction. (1) Given the reactants CO[C:3](=[O:12])[C:4]1[CH:9]=[C:8](Br)[C:7](Cl)=[N:6][CH:5]=1.[NH:13]1[CH2:17][CH2:16][CH2:15][CH2:14]1.[Cl:18][C:19]1[CH:20]=[C:21](B(O)O)[CH:22]=[CH:23][CH:24]=1.[NH2:28][C@@H:29]([CH2:34][OH:35])[CH2:30][CH:31]([CH3:33])[CH3:32], predict the reaction product. The product is: [Cl:18][C:19]1[CH:20]=[C:21]([C:8]2[C:7]([N:13]3[CH2:17][CH2:16][CH2:15][CH2:14]3)=[N:6][CH:5]=[C:4]([CH:9]=2)[C:3]([NH:28][C@@H:29]([CH2:34][OH:35])[CH2:30][CH:31]([CH3:33])[CH3:32])=[O:12])[CH:22]=[CH:23][CH:24]=1. (2) Given the reactants [CH2:1]([N:3]1[CH:7]=[C:6]([CH2:8][N:9]([C:23]2[CH:28]=[CH:27][C:26]([CH:29]([CH3:31])[CH3:30])=[CH:25][CH:24]=2)[C:10]([CH:12]2[C:21]3[C:16](=[C:17]([OH:22])[CH:18]=[CH:19][CH:20]=3)[CH2:15][CH2:14][CH2:13]2)=[O:11])[CH:5]=[N:4]1)[CH3:2].Cl.Cl[CH2:34][CH2:35][N:36]([CH3:38])[CH3:37], predict the reaction product. The product is: [CH3:37][N:36]([CH3:38])[CH2:35][CH2:34][O:22][C:17]1[CH:18]=[CH:19][CH:20]=[C:21]2[C:16]=1[CH2:15][CH2:14][CH2:13][CH:12]2[C:10]([N:9]([CH2:8][C:6]1[CH:5]=[N:4][N:3]([CH2:1][CH3:2])[CH:7]=1)[C:23]1[CH:24]=[CH:25][C:26]([CH:29]([CH3:30])[CH3:31])=[CH:27][CH:28]=1)=[O:11]. (3) Given the reactants Cl[C:2]1[N:7]=[CH:6][C:5]([N+:8]([O-:10])=[O:9])=[CH:4][N:3]=1.[F:11][C:12]([F:19])([F:18])[C:13]1[CH:14]=[N:15][NH:16][CH:17]=1.C(=O)([O-])[O-].[K+].[K+], predict the reaction product. The product is: [N+:8]([C:5]1[CH:4]=[N:3][C:2]([N:15]2[CH:14]=[C:13]([C:12]([F:19])([F:18])[F:11])[CH:17]=[N:16]2)=[N:7][CH:6]=1)([O-:10])=[O:9]. (4) Given the reactants [NH2:1][C:2]1[CH:3]=[CH:4][C:5]([F:17])=[C:6]([C@:8]2([CH3:16])[C@H:13]([F:14])[CH2:12][O:11][C:10]([NH2:15])=[N:9]2)[CH:7]=1.[Cl:18][C:19]1[C:20]([C:27](O)=[O:28])=[N:21][CH:22]=[C:23]([C:25]#[N:26])[CH:24]=1, predict the reaction product. The product is: [NH2:15][C:10]1[O:11][CH2:12][C@@H:13]([F:14])[C@:8]([C:6]2[CH:7]=[C:2]([NH:1][C:27]([C:20]3[C:19]([Cl:18])=[CH:24][C:23]([C:25]#[N:26])=[CH:22][N:21]=3)=[O:28])[CH:3]=[CH:4][C:5]=2[F:17])([CH3:16])[N:9]=1. (5) The product is: [CH2:14]([C@H:21]1[N:26]([C:27]([C:29]2[N:30]=[CH:31][N:32]([CH:40]3[CH2:47][CH2:46][CH2:45][CH2:44][C:41]3([CH2:42][CH2:12][C:11]#[N:13])[OH:43])[C:33]=2[C:34]2[CH:35]=[CH:36][CH:37]=[CH:38][CH:39]=2)=[O:28])[CH2:25][CH2:24][N:23]([C:48]([O:50][C:51]([CH3:54])([CH3:52])[CH3:53])=[O:49])[CH2:22]1)[C:15]1[CH:16]=[CH:17][CH:18]=[CH:19][CH:20]=1. Given the reactants C[Si]([N-][Si](C)(C)C)(C)C.[Li+].[C:11](#[N:13])[CH3:12].[CH2:14]([C@H:21]1[N:26]([C:27]([C:29]2[N:30]=[CH:31][N:32]([CH:40]3[CH2:47][CH2:46][CH2:45][CH2:44][C:41]43[O:43][CH2:42]4)[C:33]=2[C:34]2[CH:39]=[CH:38][CH:37]=[CH:36][CH:35]=2)=[O:28])[CH2:25][CH2:24][N:23]([C:48]([O:50][C:51]([CH3:54])([CH3:53])[CH3:52])=[O:49])[CH2:22]1)[C:15]1[CH:20]=[CH:19][CH:18]=[CH:17][CH:16]=1.[Cl-].[NH4+], predict the reaction product. (6) Given the reactants [C:1]([NH:8][CH2:9][CH2:10]N)([O:3][C:4]([CH3:7])([CH3:6])[CH3:5])=[O:2].[CH:12](=O)[CH2:13][CH2:14][CH2:15][CH2:16][CH2:17][CH3:18].[C:20]([BH3-])#[N:21].[Na+], predict the reaction product. The product is: [C:1]([NH:8][CH2:9][CH2:10][N:21]([CH2:20][CH2:12][CH2:13][CH2:14][CH2:15][CH2:16][CH3:17])[CH2:12][CH2:13][CH2:14][CH2:15][CH2:16][CH2:17][CH3:18])([O:3][C:4]([CH3:7])([CH3:6])[CH3:5])=[O:2]. (7) Given the reactants COC1C=C2C(C(NCC3N4N=[C:21]([C:24]5[CH:29]=[CH:28][CH:27]=[CH:26][CH:25]=5)[CH:22]=[N:23][C:18]4=NN=3)=CC=N2)=NC=1.CN1C[C:38]2[C:33](=[CH:34][CH:35]=[C:36]([C:40]3[CH:41]=[CH:42][C:43]4[N:44]([C:46]([CH2:49]NC(=O)OC(C)(C)C)=[N:47][N:48]=4)[N:45]=3)[CH:37]=2)C1=O.[ClH:59], predict the reaction product. The product is: [ClH:59].[C:36]1([C:40]2[CH:41]=[CH:42][C:43]3[N:44]([C:46]([CH2:49][C:26]4[CH:25]=[C:24]5[C:29](=[CH:28][CH:27]=4)[CH:18]=[N:23][CH:22]=[CH:21]5)=[N:47][N:48]=3)[N:45]=2)[CH:35]=[CH:34][CH:33]=[CH:38][CH:37]=1. (8) Given the reactants [CH3:1][O:2][C:3]1[N:8]=[C:7](/[CH:9]=[CH:10]/[C:11]2[N:29]=[C:14]3[CH:15]([C:19]4[CH:24]=[CH:23][CH:22]=[CH:21][C:20]=4[C:25]([F:28])([F:27])[F:26])[CH2:16][CH2:17][CH2:18][N:13]3[N:12]=2)[CH:6]=[CH:5][C:4]=1[N:30]1[CH:34]=[C:33]([CH3:35])[N:32]=[CH:31]1.[H-].[Na+].[O:38]=O, predict the reaction product. The product is: [CH3:1][O:2][C:3]1[N:8]=[C:7](/[CH:9]=[CH:10]/[C:11]2[N:29]=[C:14]3[C:15]([C:19]4[CH:24]=[CH:23][CH:22]=[CH:21][C:20]=4[C:25]([F:28])([F:27])[F:26])([OH:38])[CH2:16][CH2:17][CH2:18][N:13]3[N:12]=2)[CH:6]=[CH:5][C:4]=1[N:30]1[CH:34]=[C:33]([CH3:35])[N:32]=[CH:31]1. (9) Given the reactants [CH2:1]([O:8][C:9](=[O:24])[CH:10]([NH:15][C:16](=[O:23])[C:17]1[CH:22]=[CH:21][CH:20]=[CH:19][CH:18]=1)[C:11](=O)[CH2:12][CH3:13])[C:2]1[CH:7]=[CH:6][CH:5]=[CH:4][CH:3]=1.C1(P(C2C=CC=CC=2)C2C=CC=CC=2)C=CC=CC=1.II.C(N(CC)CC)C, predict the reaction product. The product is: [CH2:1]([O:8][C:9]([C:10]1[N:15]=[C:16]([C:17]2[CH:22]=[CH:21][CH:20]=[CH:19][CH:18]=2)[O:23][C:11]=1[CH2:12][CH3:13])=[O:24])[C:2]1[CH:7]=[CH:6][CH:5]=[CH:4][CH:3]=1.